This data is from Catalyst prediction with 721,799 reactions and 888 catalyst types from USPTO. The task is: Predict which catalyst facilitates the given reaction. (1) Reactant: [NH2:1][C:2]1[N:6]([CH:7]2[CH2:12][CH2:11][CH2:10][NH:9][CH2:8]2)[N:5]=[C:4]([C:13]2[CH:18]=[CH:17][C:16]([O:19][C:20]3[CH:25]=[CH:24][CH:23]=[CH:22][CH:21]=3)=[CH:15][CH:14]=2)[C:3]=1[C:26]#[N:27].C([OH:30])C.[OH-].[Na+]. Product: [NH2:1][C:2]1[N:6]([CH:7]2[CH2:12][CH2:11][CH2:10][NH:9][CH2:8]2)[N:5]=[C:4]([C:13]2[CH:14]=[CH:15][C:16]([O:19][C:20]3[CH:21]=[CH:22][CH:23]=[CH:24][CH:25]=3)=[CH:17][CH:18]=2)[C:3]=1[C:26]([NH2:27])=[O:30]. The catalyst class is: 13. (2) Reactant: C(OC([N:8]1[CH2:13][CH2:12][CH:11]([N:14]([CH2:26][CH3:27])[S:15]([C:18]2[CH:23]=[CH:22][C:21]([O:24][CH3:25])=[CH:20][CH:19]=2)(=[O:17])=[O:16])[CH2:10][CH2:9]1)=O)(C)(C)C.C(O)(C(F)(F)F)=O. Product: [CH2:26]([N:14]([CH:11]1[CH2:12][CH2:13][NH:8][CH2:9][CH2:10]1)[S:15]([C:18]1[CH:19]=[CH:20][C:21]([O:24][CH3:25])=[CH:22][CH:23]=1)(=[O:16])=[O:17])[CH3:27]. The catalyst class is: 2. (3) Reactant: [H-].[Na+].[CH3:3][N:4]1[CH2:8][CH2:7][CH2:6][C:5]1=[O:9].[C:10](OCC)(=[O:16])[C:11]([O:13][CH2:14][CH3:15])=[O:12].Cl. Product: [CH3:3][N:4]1[CH2:8][CH2:7][CH:6]([C:10](=[O:16])[C:11]([O:13][CH2:14][CH3:15])=[O:12])[C:5]1=[O:9]. The catalyst class is: 27. (4) The catalyst class is: 7. Reactant: [F:1][C:2]([F:6])([F:5])[CH2:3][OH:4].[H-].[Na+].[Cl:9][C:10]1[CH:15]=[C:14](Cl)[N:13]=[CH:12][N:11]=1.[Cl-].[NH4+]. Product: [Cl:9][C:10]1[CH:15]=[C:14]([O:4][CH2:3][C:2]([F:6])([F:5])[F:1])[N:13]=[CH:12][N:11]=1. (5) Reactant: C([O:8][C:9]1[CH:30]=[CH:29][C:12]([CH2:13][CH:14]([CH2:20][CH2:21][CH2:22][C:23]2[CH:28]=[CH:27][CH:26]=[CH:25][CH:24]=2)[C:15]([O:17][CH2:18][CH3:19])=[O:16])=[CH:11][CH:10]=1)C1C=CC=CC=1. Product: [OH:8][C:9]1[CH:10]=[CH:11][C:12]([CH2:13][CH:14]([CH2:20][CH2:21][CH2:22][C:23]2[CH:24]=[CH:25][CH:26]=[CH:27][CH:28]=2)[C:15]([O:17][CH2:18][CH3:19])=[O:16])=[CH:29][CH:30]=1. The catalyst class is: 45. (6) Reactant: [Cl:1][C:2]1[C:10]2[CH:9]=[C:8]([O:11][CH2:12][C:13]3[CH:18]=[CH:17][C:16]([O:19][CH:20]([CH3:22])[CH3:21])=[C:15]([C:23]([F:26])([F:25])[F:24])[CH:14]=3)[CH:7]=[CH:6][C:5]=2[N:4]2[CH2:27][CH2:28][C@H:29]([CH2:30][C:31]([OH:33])=[O:32])[C:3]=12.C1COCC1.[OH-].[K+:40]. Product: [K+:40].[Cl:1][C:2]1[C:10]2[CH:9]=[C:8]([O:11][CH2:12][C:13]3[CH:18]=[CH:17][C:16]([O:19][CH:20]([CH3:22])[CH3:21])=[C:15]([C:23]([F:24])([F:25])[F:26])[CH:14]=3)[CH:7]=[CH:6][C:5]=2[N:4]2[CH2:27][CH2:28][C@H:29]([CH2:30][C:31]([O-:33])=[O:32])[C:3]=12. The catalyst class is: 21. (7) Reactant: [CH2:1]([NH:8][CH:9]([C:30](=[O:32])N)[CH2:10][C@H:11]1[N:15]([C:16]([O:18][C:19]([CH3:22])([CH3:21])[CH3:20])=[O:17])[C@H:14]([C:23]([O:25]C(C)(C)C)=[O:24])[CH2:13][CH2:12]1)[C:2]1[CH:7]=[CH:6][CH:5]=[CH:4][CH:3]=1.[OH-].[Na+].C(O)(=[O:37])C. Product: [C:19]([O:18][C:16]([N:15]1[C@H:11]([CH2:10][CH:9]([NH:8][CH2:1][C:2]2[CH:3]=[CH:4][CH:5]=[CH:6][CH:7]=2)[C:30]([OH:37])=[O:32])[CH2:12][CH2:13][C@H:14]1[C:23]([OH:25])=[O:24])=[O:17])([CH3:21])([CH3:22])[CH3:20]. The catalyst class is: 40. (8) Reactant: CCN(C(C)C)C(C)C.C1C=CC2N(O)N=NC=2C=1.CCN=C=NCCCN(C)C.[N:31]1[CH:36]=[CH:35][CH:34]=[C:33]([N:37]2[CH:41]=[C:40]([C:42]([OH:44])=O)[N:39]=[N:38]2)[CH:32]=1.Cl.[NH2:46][CH2:47][C:48]([N:50]1[CH2:55][CH2:54][N:53]([C:56](=[O:68])[C:57]2[CH:62]=[C:61]([F:63])[CH:60]=[CH:59][C:58]=2[C:64]([F:67])([F:66])[F:65])[CH2:52][CH2:51]1)=[O:49].FC1C=CC(C(F)(F)F)=C(C=1)C(O)=O. Product: [F:63][C:61]1[CH:60]=[CH:59][C:58]([C:64]([F:66])([F:65])[F:67])=[C:57]([CH:62]=1)[C:56]([N:53]1[CH2:54][CH2:55][N:50]([C:48](=[O:49])[CH2:47][NH:46][C:42]([C:40]2[N:39]=[N:38][N:37]([C:33]3[CH:32]=[N:31][CH:36]=[CH:35][CH:34]=3)[CH:41]=2)=[O:44])[CH2:51][CH2:52]1)=[O:68]. The catalyst class is: 18.